From a dataset of Reaction yield outcomes from USPTO patents with 853,638 reactions. Predict the reaction yield, written as a fraction of the theoretical maximum amount of product (1.0 means a 100% yield; for example, 0.34 means a 34% yield). The reactants are Br[C:2]1[CH:7]=[CH:6][CH:5]=[C:4]([CH2:8][F:9])[N:3]=1.[CH2:10]([N:14]1[CH:18]=[C:17]([C:19]2[CH:24]=[CH:23][CH:22]=[CH:21][C:20]=2[CH3:25])[CH:16]=[N:15]1)[CH2:11][C:12]#[CH:13]. No catalyst specified. The product is [F:9][CH2:8][C:4]1[CH:5]=[CH:6][CH:7]=[C:2]([C:13]#[C:12][CH2:11][CH2:10][N:14]2[CH:18]=[C:17]([C:19]3[CH:24]=[CH:23][CH:22]=[CH:21][C:20]=3[CH3:25])[CH:16]=[N:15]2)[N:3]=1. The yield is 0.300.